Dataset: Forward reaction prediction with 1.9M reactions from USPTO patents (1976-2016). Task: Predict the product of the given reaction. (1) Given the reactants [P:1]([Cl:5])([Cl:4])([Cl:3])=[O:2].Cl.[N:7]1[CH:12]=[CH:11][CH:10]=[CH:9][CH:8]=1, predict the reaction product. The product is: [O:2]=[P:1]([Cl:5])([Cl:4])[Cl:3].[N:7]1[CH:12]=[CH:11][CH:10]=[CH:9][CH:8]=1. (2) Given the reactants [CH3:1][O:2][C:3]1[CH:4]=[C:5]([CH2:20][C:21]#N)[C:6]2[O:10][C:9]([C:11]3[CH:16]=[CH:15][C:14]([O:17][CH3:18])=[CH:13][CH:12]=3)=[CH:8][C:7]=2[CH:19]=1.[OH-].[K+].[CH3:25]I.O.C[N:29]([CH3:32])C=O, predict the reaction product. The product is: [CH3:1][O:2][C:3]1[CH:4]=[C:5]([C:20]([CH3:21])([CH3:25])[C:32]#[N:29])[C:6]2[O:10][C:9]([C:11]3[CH:16]=[CH:15][C:14]([O:17][CH3:18])=[CH:13][CH:12]=3)=[CH:8][C:7]=2[CH:19]=1. (3) Given the reactants Br.[S:2]1[CH:6]=[CH:5][N:4]2[CH:7]=[C:8]([C:10]([OH:12])=O)[N:9]=[C:3]12.CN(C(ON1N=NC2C=CC=CC1=2)=[N+](C)C)C.F[P-](F)(F)(F)(F)F.CCN(C(C)C)C(C)C.[CH3:46][O:47][C:48]1[N:53]=[CH:52][C:51]([N:54]2[CH2:59][CH2:58][O:57][C:56]3[CH:60]=[N:61][C:62]([O:64][C@H:65]4[CH2:69][CH2:68][NH:67][CH2:66]4)=[CH:63][C:55]2=3)=[CH:50][C:49]=1[C:70]([F:73])([F:72])[F:71], predict the reaction product. The product is: [S:2]1[CH:6]=[CH:5][N:4]2[CH:7]=[C:8]([C:10]([N:67]3[CH2:68][CH2:69][C@H:65]([O:64][C:62]4[N:61]=[CH:60][C:56]5[O:57][CH2:58][CH2:59][N:54]([C:51]6[CH:52]=[N:53][C:48]([O:47][CH3:46])=[C:49]([C:70]([F:73])([F:72])[F:71])[CH:50]=6)[C:55]=5[CH:63]=4)[CH2:66]3)=[O:12])[N:9]=[C:3]12.